This data is from Forward reaction prediction with 1.9M reactions from USPTO patents (1976-2016). The task is: Predict the product of the given reaction. (1) Given the reactants [Na].Cl[CH2:3][C:4]1[N:5]=[C:6]([NH:9][C:10](=[O:12])[CH3:11])[S:7][CH:8]=1.[CH2:13]([OH:15])[CH3:14], predict the reaction product. The product is: [CH2:13]([O:15][CH2:3][C:4]1[N:5]=[C:6]([NH:9][C:10](=[O:12])[CH3:11])[S:7][CH:8]=1)[CH3:14]. (2) Given the reactants FC(F)(F)S(O[C:7]1[CH2:12][CH2:11][CH:10]([NH:13][C:14]([O:16][CH2:17][C:18]2[CH:23]=[CH:22][CH:21]=[CH:20][CH:19]=2)=[O:15])[CH2:9][CH:8]=1)(=O)=O.[CH3:26][C:27]1([CH3:43])[C:31]([CH3:33])([CH3:32])[O:30][B:29]([B:29]2[O:30][C:31]([CH3:33])([CH3:32])[C:27]([CH3:43])([CH3:26])[O:28]2)[O:28]1.C(Cl)Cl.C([O-])(=O)C.[K+], predict the reaction product. The product is: [CH3:26][C:27]1([CH3:43])[C:31]([CH3:33])([CH3:32])[O:30][B:29]([C:7]2[CH2:12][CH2:11][CH:10]([NH:13][C:14](=[O:15])[O:16][CH2:17][C:18]3[CH:23]=[CH:22][CH:21]=[CH:20][CH:19]=3)[CH2:9][CH:8]=2)[O:28]1. (3) Given the reactants [S:1]1[C:5]([C:6]([OH:8])=O)=[CH:4][N:3]=[CH:2]1.CCN=C=NCCCN(C)C.Cl.C1C=CC2N(O)N=NC=2C=1.CCN(C(C)C)C(C)C.[NH2:40][C@H:41]([C:51]1[NH:52][C:53]([I:56])=[CH:54][N:55]=1)[CH2:42][CH2:43][CH2:44][CH2:45][CH2:46][C:47]([NH:49][CH3:50])=[O:48], predict the reaction product. The product is: [I:56][C:53]1[NH:52][C:51]([C@@H:41]([NH:40][C:6]([C:5]2[S:1][CH:2]=[N:3][CH:4]=2)=[O:8])[CH2:42][CH2:43][CH2:44][CH2:45][CH2:46][C:47]([NH:49][CH3:50])=[O:48])=[N:55][CH:54]=1. (4) Given the reactants [Cl:1][C:2]1[CH:7]=[CH:6][C:5]([C:8]([C:10]2[CH:15]=[CH:14][CH:13]=[CH:12][C:11]=2[C:16]2[C:17]([CH3:23])=[N:18][O:19][C:20]=2[CH2:21][OH:22])=[O:9])=[CH:4][CH:3]=1.C(Cl)Cl.CCN(CC)CC.[CH3:34][S:35](Cl)(=[O:37])=[O:36], predict the reaction product. The product is: [CH3:34][S:35]([O:22][CH2:21][C:20]1[O:19][N:18]=[C:17]([CH3:23])[C:16]=1[C:11]1[CH:12]=[CH:13][CH:14]=[CH:15][C:10]=1[C:8](=[O:9])[C:5]1[CH:6]=[CH:7][C:2]([Cl:1])=[CH:3][CH:4]=1)(=[O:37])=[O:36]. (5) Given the reactants [Na].[SH:2][CH2:3][C:4]([O:6][CH2:7][CH3:8])=[O:5].Cl[C:10]1[C:19]2[C:14](=[CH:15][C:16]([O:20][CH3:21])=[CH:17][CH:18]=2)[CH2:13][CH2:12][C:11]=1[CH:22]=O.O, predict the reaction product. The product is: [CH3:21][O:20][C:16]1[CH:15]=[C:14]2[C:19](=[CH:18][CH:17]=1)[C:10]1[S:2][C:3]([C:4]([O:6][CH2:7][CH3:8])=[O:5])=[CH:22][C:11]=1[CH2:12][CH2:13]2. (6) Given the reactants [Cl:1][C:2]1[S:6][C:5]([Mg]Br)=[CH:4][CH:3]=1.CON(C)[C:12]([C@H:14]1[CH2:16][C@@H:15]1[C:17]([O:19][CH3:20])=[O:18])=[O:13], predict the reaction product. The product is: [Cl:1][C:2]1[S:6][C:5]([C:12]([C@H:14]2[CH2:16][C@@H:15]2[C:17]([O:19][CH3:20])=[O:18])=[O:13])=[CH:4][CH:3]=1.